Dataset: Reaction yield outcomes from USPTO patents with 853,638 reactions. Task: Predict the reaction yield, written as a fraction of the theoretical maximum amount of product (1.0 means a 100% yield; for example, 0.34 means a 34% yield). (1) The reactants are CS(O)(=O)=O.[CH2:6]([O:8][C:9]([C:11]1[C:12](=[O:37])[C:13]2[C:28]([CH2:29][Br:30])=[C:27]([C:31]3[CH:36]=[CH:35][CH:34]=[CH:33][CH:32]=3)[S:26][C:14]=2[N:15]([CH2:17][C:18]2[C:23]([F:24])=[CH:22][CH:21]=[CH:20][C:19]=2[F:25])[CH:16]=1)=[O:10])[CH3:7].[N+:38]([O-])([O-:40])=[O:39].[Na+]. No catalyst specified. The product is [CH2:6]([O:8][C:9]([C:11]1[C:12](=[O:37])[C:13]2[C:28]([CH2:29][Br:30])=[C:27]([C:31]3[CH:36]=[CH:35][C:34]([N+:38]([O-:40])=[O:39])=[CH:33][CH:32]=3)[S:26][C:14]=2[N:15]([CH2:17][C:18]2[C:19]([F:25])=[CH:20][CH:21]=[CH:22][C:23]=2[F:24])[CH:16]=1)=[O:10])[CH3:7]. The yield is 0.750. (2) The reactants are [F:1][C:2]1[CH:7]=[CH:6][C:5]([C:8]2[N:12]=[N:11][N:10]([CH3:13])[C:9]=2[CH2:14][O:15][C:16]2[CH:24]=[CH:23][C:19]([C:20]([OH:22])=O)=[CH:18][N:17]=2)=[CH:4][CH:3]=1.[CH:25]([NH2:28])([CH3:27])[CH3:26]. No catalyst specified. The product is [F:1][C:2]1[CH:7]=[CH:6][C:5]([C:8]2[N:12]=[N:11][N:10]([CH3:13])[C:9]=2[CH2:14][O:15][C:16]2[CH:24]=[CH:23][C:19]([C:20]([NH:28][CH:25]([CH3:27])[CH3:26])=[O:22])=[CH:18][N:17]=2)=[CH:4][CH:3]=1. The yield is 0.650. (3) The reactants are [CH3:1][NH2:2].[CH2:3]([N:7]=[C:8]=[S:9])[CH:4]([CH3:6])[CH3:5]. No catalyst specified. The product is [CH2:3]([NH:7][C:8]([NH:2][CH3:1])=[S:9])[CH:4]([CH3:6])[CH3:5]. The yield is 0.980.